This data is from Full USPTO retrosynthesis dataset with 1.9M reactions from patents (1976-2016). The task is: Predict the reactants needed to synthesize the given product. (1) Given the product [NH2:20][C:7]1[C:6]2=[C:5]([C:21]3[CH:26]=[CH:25][C:24]([NH2:27])=[C:23]([F:35])[CH:22]=3)[C:4]([C:1](=[O:3])[CH3:2])=[C:12]([CH2:13][N:14]3[CH2:19][CH2:18][O:17][CH2:16][CH2:15]3)[N:11]2[N:10]=[CH:9][N:8]=1, predict the reactants needed to synthesize it. The reactants are: [C:1]([C:4]1[C:5]([C:21]2[CH:26]=[CH:25][C:24]([NH:27]C(=O)OC(C)(C)C)=[C:23]([F:35])[CH:22]=2)=[C:6]2[N:11]([C:12]=1[CH2:13][N:14]1[CH2:19][CH2:18][O:17][CH2:16][CH2:15]1)[N:10]=[CH:9][N:8]=[C:7]2[NH2:20])(=[O:3])[CH3:2].FC(F)(F)C(O)=O.C([O-])(O)=O.[Na+]. (2) The reactants are: [CH:1]1([NH:7][S:8]([C:11]2[C:20]3[C:15](=[CH:16][CH:17]=[CH:18][CH:19]=3)[C:14]([CH2:21]Br)=[CH:13][CH:12]=2)(=[O:10])=[O:9])[CH2:6][CH2:5][CH2:4][CH2:3][CH2:2]1.[C:23]1(=[O:33])[NH:27][C:26](=[O:28])[C:25]2=[CH:29][CH:30]=[CH:31][CH:32]=[C:24]12.[K]. Given the product [CH:1]1([NH:7][S:8]([C:11]2[C:20]3[C:15](=[CH:16][CH:17]=[CH:18][CH:19]=3)[C:14]([CH2:21][N:27]3[C:23](=[O:33])[C:24]4[C:25](=[CH:29][CH:30]=[CH:31][CH:32]=4)[C:26]3=[O:28])=[CH:13][CH:12]=2)(=[O:10])=[O:9])[CH2:6][CH2:5][CH2:4][CH2:3][CH2:2]1, predict the reactants needed to synthesize it. (3) Given the product [CH3:2][O:3][C:4]([C:6]1[CH:11]=[CH:10][C:9]([C:12]2[N:35]=[C:15]3[N:16]=[CH:17][CH:18]=[C:19]([C:20]4[CH:25]=[CH:24][C:23]([O:26][CH:27]([F:28])[F:29])=[C:22]([O:30][CH2:31][CH:32]5[CH2:33][CH2:34]5)[CH:21]=4)[N:14]3[N:13]=2)=[CH:8][N:7]=1)=[O:42].[CH:32]1([CH2:31][O:30][C:22]2[CH:21]=[C:20]([C:19]3[N:14]4[N:13]=[C:12]([C:9]5[CH:10]=[CH:11][C:6]([C:4]([NH2:5])=[O:3])=[N:7][CH:8]=5)[N:35]=[C:15]4[N:16]=[CH:17][CH:18]=3)[CH:25]=[CH:24][C:23]=2[O:26][CH:27]([F:29])[F:28])[CH2:33][CH2:34]1, predict the reactants needed to synthesize it. The reactants are: C[CH2:2][OH:3].[C:4]([C:6]1[CH:11]=[CH:10][C:9]([C:12]2[N:35]=[C:15]3[N:16]=[CH:17][CH:18]=[C:19]([C:20]4[CH:25]=[CH:24][C:23]([O:26][CH:27]([F:29])[F:28])=[C:22]([O:30][CH2:31][CH:32]5[CH2:34][CH2:33]5)[CH:21]=4)[N:14]3[N:13]=2)=[CH:8][N:7]=1)#[N:5].C[Si](Cl)(C)C.C([O-])(O)=[O:42].[Na+].